This data is from Full USPTO retrosynthesis dataset with 1.9M reactions from patents (1976-2016). The task is: Predict the reactants needed to synthesize the given product. (1) Given the product [CH3:12][C:11]1[O:10][C:9]([C:13]2[CH:18]=[CH:17][CH:16]=[CH:15][CH:14]=2)=[N:8][C:7]=1[CH2:6][O:5][C:4]1[CH:19]=[CH:20][CH:21]=[CH:22][C:3]=1[CH2:2][O:23]/[N:24]=[C:25](/[C:32]1[CH:37]=[CH:36][CH:35]=[CH:34][CH:33]=1)\[CH2:26][CH2:27][C:28]([O:30][CH3:31])=[O:29], predict the reactants needed to synthesize it. The reactants are: Cl[CH2:2][C:3]1[CH:22]=[CH:21][CH:20]=[CH:19][C:4]=1[O:5][CH2:6][C:7]1[N:8]=[C:9]([C:13]2[CH:18]=[CH:17][CH:16]=[CH:15][CH:14]=2)[O:10][C:11]=1[CH3:12].[OH:23]/[N:24]=[C:25](/[C:32]1[CH:37]=[CH:36][CH:35]=[CH:34][CH:33]=1)\[CH2:26][CH2:27][C:28]([O:30][CH3:31])=[O:29].[H-].[Na+].Cl. (2) The reactants are: C(=O)([O-])[O-].[Na+].[Na+].[CH:7]1([O:13][C:14]2[CH:19]=[CH:18][C:17](B(O)O)=[CH:16][CH:15]=2)[CH2:12][CH2:11][CH2:10][CH2:9][CH2:8]1.Br[C:24]1[C:25]([NH2:31])=[N:26][CH:27]=[C:28]([Cl:30])[CH:29]=1. Given the product [Cl:30][C:28]1[CH:29]=[C:24]([C:17]2[CH:18]=[CH:19][C:14]([O:13][CH:7]3[CH2:12][CH2:11][CH2:10][CH2:9][CH2:8]3)=[CH:15][CH:16]=2)[C:25]([NH2:31])=[N:26][CH:27]=1, predict the reactants needed to synthesize it. (3) Given the product [CH2:20]([O:1][C@@H:2]1[CH2:11][CH2:10][C:5]2([O:9][CH2:8][CH2:7][O:6]2)[CH2:4][C@:3]1([CH3:17])[C:12]([O:14][CH2:15][CH3:16])=[O:13])[C:21]1[CH:26]=[CH:25][CH:24]=[CH:23][CH:22]=1, predict the reactants needed to synthesize it. The reactants are: [OH:1][C@@H:2]1[CH2:11][CH2:10][C:5]2([O:9][CH2:8][CH2:7][O:6]2)[CH2:4][C@:3]1([CH3:17])[C:12]([O:14][CH2:15][CH3:16])=[O:13].[H-].[Na+].[CH2:20](Br)[C:21]1[CH:26]=[CH:25][CH:24]=[CH:23][CH:22]=1. (4) Given the product [C:24]([O:26][C:6]1[CH:7]=[C:2]([Br:1])[CH:3]=[C:4]([Cl:16])[C:5]=1[O:11][CH2:12][CH:13]1[CH2:15][O:14]1)(=[O:25])[CH3:19], predict the reactants needed to synthesize it. The reactants are: [Br:1][C:2]1[CH:3]=[C:4]([Cl:16])[C:5]([O:11][CH2:12][CH:13]2[CH2:15][O:14]2)=[C:6](C(=O)C)[CH:7]=1.C1C=C(Cl)C=[C:19]([C:24]([O:26]O)=[O:25])C=1.